Dataset: Catalyst prediction with 721,799 reactions and 888 catalyst types from USPTO. Task: Predict which catalyst facilitates the given reaction. (1) Reactant: [C:1]([C@H:6]1[CH2:23][CH2:22][C@@:21]2([CH3:24])[C:8](=[CH:9][C:10](=[O:26])[C@@H:11]3[C@@H:20]2[CH2:19][CH2:18][C@@:16]2([CH3:17])[C@H:12]3[CH2:13][CH2:14][C:15]2=[O:25])[CH2:7]1)([O:3][CH2:4][CH3:5])=[O:2].O.O.O.O.O.O.O.[Cl-].[Ce+3].[Cl-].[Cl-].[BH4-].[Na+]. Product: [C:1]([C@H:6]1[CH2:23][CH2:22][C@@:21]2([CH3:24])[C:8](=[CH:9][C@H:10]([OH:26])[C@@H:11]3[C@@H:20]2[CH2:19][CH2:18][C@@:16]2([CH3:17])[C@H:12]3[CH2:13][CH2:14][C@@H:15]2[OH:25])[CH2:7]1)([O:3][CH2:4][CH3:5])=[O:2]. The catalyst class is: 98. (2) Product: [Cl:15][C:16]1[CH:17]=[C:18]([C:23]([CH3:28])([CH3:27])[C:24]([CH:2]([C:3]([O:5][CH2:6][CH3:7])=[O:4])[C:1]([O:9][CH2:10][CH3:11])=[O:8])=[O:25])[CH:19]=[CH:20][C:21]=1[F:22]. Reactant: [C:1]([O:9][CH2:10][CH3:11])(=[O:8])[CH2:2][C:3]([O:5][CH2:6][CH3:7])=[O:4].[Mg+2].[Cl-].[Cl-].[Cl:15][C:16]1[CH:17]=[C:18]([C:23]([CH3:28])([CH3:27])[C:24](O)=[O:25])[CH:19]=[CH:20][C:21]=1[F:22].S(Cl)(Cl)=O. The catalyst class is: 10. (3) Reactant: Cl.C(OC(=O)[NH:8][CH:9]([CH2:27][C:28]1[CH:33]=[C:32]([F:34])[CH:31]=[C:30]([F:35])[CH:29]=1)[CH:10]([OH:26])[CH2:11][NH:12][C:13]1[C:22]2[C:17](=[CH:18][CH:19]=[C:20]([CH2:23][CH3:24])[CH:21]=2)[O:16][CH2:15][C:14]=1[OH:25])(C)(C)C. Product: [NH2:8][CH:9]([CH2:27][C:28]1[CH:33]=[C:32]([F:34])[CH:31]=[C:30]([F:35])[CH:29]=1)[CH:10]([OH:26])[CH2:11][NH:12][C:13]1[C:22]2[C:17](=[CH:18][CH:19]=[C:20]([CH2:23][CH3:24])[CH:21]=2)[O:16][CH2:15][C:14]=1[OH:25]. The catalyst class is: 12.